Dataset: Drug-target binding data from BindingDB using IC50 measurements. Task: Regression. Given a target protein amino acid sequence and a drug SMILES string, predict the binding affinity score between them. We predict pIC50 (pIC50 = -log10(IC50 in M); higher means more potent). Dataset: bindingdb_ic50. (1) The compound is Cc1ccn(-c2ccc(Cl)c(F)c2)c(=O)c1-c1ccc2nc(N)ncc2c1. The target protein (P06239) has sequence MGCGCSSHPEDDWMENIDVCENCHYPIVPLDGKGTLLIRNGSEVRDPLVTYEGSNPPASPLQDNLVIALHSYEPSHDGDLGFEKGEQLRILEQSGEWWKAQSLTTGQEGFIPFNFVAKANSLEPEPWFFKNLSRKDAERQLLAPGNTHGSFLIRESESTAGSFSLSVRDFDQNQGEVVKHYKIRNLDNGGFYISPRITFPGLHELVRHYTNASDGLCTRLSRPCQTQKPQKPWWEDEWEVPRETLKLVERLGAGQFGEVWMGYYNGHTKVAVKSLKQGSMSPDAFLAEANLMKQLQHQRLVRLYAVVTQEPIYIITEYMENGSLVDFLKTPSGIKLTINKLLDMAAQIAEGMAFIEERNYIHRDLRAANILVSDTLSCKIADFGLARLIEDNEYTAREGAKFPIKWTAPEAINYGTFTIKSDVWSFGILLTEIVTHGRIPYPGMTNPEVIQNLERGYRMVRPDNCPEELYQLMRLCWKERPEDRPTFDYLRSVLEDFFTA.... The pIC50 is 6.3. (2) The small molecule is Cc1c2oc3c(C)ccc(C(=O)N[C@@H]4C(=O)N[C@H](C(C)C)C(=O)N5CCC[C@H]5C(=O)N(C)CC(=O)N(C)[C@@H](C(C)C)C(=O)O[C@@H]4C)c3nc-2c(C(=O)N[C@@H]2C(=O)N[C@H](C(C)C)C(=O)N3CCC[C@H]3C(=O)N(C)CC(=O)N(C)[C@@H](C(C)C)C(=O)O[C@@H]2C)c(NCCCNC2CC(C)(C)[N+]([O-])C(C)(C)C2)c1=O. The target protein (P0A8T7) has sequence MKDLLKFLKAQTKTEEFDAIKIALASPDMIRSWSFGEVKKPETINYRTFKPERDGLFCARIFGPVKDYECLCGKYKRLKHRGVICEKCGVEVTQTKVRRERMGHIELASPTAHIWFLKSLPSRIGLLLDMPLRDIERVLYFESYVVIEGGMTNLERQQILTEEQYLDALEEFGDEFDAKMGAEAIQALLKSMDLEQECEQLREELNETNSETKRKKLTKRIKLLEAFVQSGNKPEWMILTVLPVLPPDLRPLVPLDGGRFATSDLNDLYRRVINRNNRLKRLLDLAAPDIIVRNEKRMLQEAVDALLDNGRRGRAITGSNKRPLKSLADMIKGKQGRFRQNLLGKRVDYSGRSVITVGPYLRLHQCGLPKKMALELFKPFIYGKLELRGLATTIKAAKKMVEREEAVVWDILDEVIREHPVLLNRAPTLHRLGIQAFEPVLIEGKAIQLHPLVCAAYNADFDGDQMAVHVPLTLEAQLEARALMMSTNNILSPANGEPII.... The pIC50 is 5.6. (3) The drug is Nc1ccc(CCNc2nc(Nc3ccc(CCNc4nc(NCCO)nc(Nc5cccc(N)c5)n4)cc3)nc(Nc3cccc(N)c3)n2)cc1. The target protein (P12314) has sequence MWFLTTLLLWVPVDGQVDTTKAVITLQPPWVSVFQEETVTLHCEVLHLPGSSSTQWFLNGTATQTSTPSYRITSASVNDSGEYRCQRGLSGRSDPIQLEIHRGWLLLQVSSRVFTEGEPLALRCHAWKDKLVYNVLYYRNGKAFKFFHWNSNLTILKTNISHNGTYHCSGMGKHRYTSAGISVTVKELFPAPVLNASVTSPLLEGNLVTLSCETKLLLQRPGLQLYFSFYMGSKTLRGRNTSSEYQILTARREDSGLYWCEAATEDGNVLKRSPELELQVLGLQLPTPVWFHVLFYLAVGIMFLVNTVLWVTIRKELKRKKKWDLEISLDSGHEKKVISSLQEDRHLEEELKCQEQKEEQLQEGVHRKEPQGAT. The pIC50 is 5.5. (4) The drug is COc1ccc(-c2nn(C(C)C)c3ncnc(N)c23)cc1C. The target protein sequence is MLNIEQNADECAKRVGANMVPVLHNVTEECNIKAEEKEIVPEVEEAKSESNNCLDSDDYLEGHIYAAMCTKCAGELQQKLNPTEPYRDPKKVSGKEQISRGLIIESKSFVDANKNIKFSKRSDKNEYAGLCSSPEVTTPNGERETSTDSNIKNTESTKVSHGIFDRTCLIQEHALVNRNINDFYELNLGNLGRGSYGSVVKAIDKQSGAQRAVKIILKPKLENINRLKREILIMKRLDHPNIIKLFEVFEDTNYLYFVMEICTGGELFDRIIKRGHFSERYAAVIMRQVFSAIAYCHSNEFMHRDLKPENLLFSDSSPNSLLKVIDWGFAAKCPKTHKFTSVVGTPYYVAPEVLYGSYSKLCDLWSAGVILYILLCGYPPFHGKDNVEILRKVKIGQYSLEHNSWKYVSDSAKDLIKRLLMTDPNKRISAQDALNHPWIKSQISSPNTADATYFTNDVCNSLLARFRDFQRQSKLKKLALTCVAYHLNDADIGALQKLFS.... The pIC50 is 7.8. (5) The drug is CC(=O)Nc1cc(Cl)cc2cc(C(=O)N3CCN(Cc4ccc(F)cc4)C[C@H]3C)[nH]c12. The target protein (P51675) has sequence MEISDFTEAYPTTTEFDYGDSTPCQKTAVRAFGAGLLPPLYSLVFIIGVVGNVLVILVLMQHRRLQSMTSIYLFNLAVSDLVFLFTLPFWIDYKLKDDWIFGDAMCKLLSGFYYLGLYSEIFFIILLTIDRYLAIVHAVFALRARTVTFGIITSIITWALAILASMPALYFFKAQWEFTHRTCSPHFPYKSLKQWKRFQALKLNLLGLILPLLVMIICYAGIIRILLRRPSEKKVKAVRLIFAITLLFFLLWTPYNLSVFVSAFQDVLFTNQCEQSKQLDLAMQVTEVIAYTHCCVNPIIYVFVGERFWKYLRQLFQRHVAIPLAKWLPFLSVDQLERTSSISPSTGEHELSAGF. The pIC50 is 5.5. (6) The small molecule is CCN(C)C(=O)c1ccc2c(c1)NC(=O)C2C(=Nc1ccc(CN2CCCCC2)cc1)c1ccccc1. The target protein sequence is MEAAVAAPRPRLLLLVLAAAAAAAAALLPGATALQCFCHLCTKDNFTCVTDGLCFVSVTETTDKVIHNSMCIAEIDLIPRDRPFVCAPSSKTGSVTTTYCCNQDHCNKIELPTTVKSSPGLGPVELAAVIAGPVCFVCISLMLMVYICHNRTVIHHRVPNEEDPSLDRPFISEGTTLKDLIYDMTTSGSGSGLPLLVQRTIARTIVLQESIGKGRFGEVWRGKWRGEEVAVKIFSSREERSWFREAEIYQTVMLRHENILGFIAADNKDNGTWTQLWLVSDYHEHGSLFDYLNRYTVTVEGMIKLALSTASGLAHLHMEIVGTQGKPAIAHRDLKSKNILVKKNGTCCIADLGLAVRHDSATDTIDIAPNHRVGTKRYMAPEVLDDSINMKHFESFKRADIYAMGLVFWEIARRCSIGGIHEDYQLPYYDLVPSDPSVEEMRKVVCEQKLRPNIPNRWQSCEALRVMAKIMRECWYANGAARLTALRIKKTLSQLSQQEG.... The pIC50 is 7.5. (7) The drug is CC(CCCCc1ccccc1)OC(=O)N[C@H]1C(=O)O[C@H]1C. The target protein (Q5KTC7) has sequence MGTPAIRAACHGAHLALALLLLLSLSDPWLWATAPGTPPLFNVSLDAAPELRWLPMLQHYDPDFVRAAVAQVIGDRVPQWILEMIGEIVQKVESFLPQPFTSEIRGICDYLNLSLAEGVLVNLAYEASAFCTSIVAQDSQGRIYHGRNLDYPFGNALRKLTADVQFVKNGQIVFTATTFVGYVGLWTGQSPHKFTISGDERDKGWWWENMIAALSLGHSPISWLIRKTLTESEDFEAAVYTLAKTPLIADVYYIVGGTSPQEGVVITRDRGGPADIWPLDPLNGAWFRVETNYDHWEPVPKRDDRRTPAIKALNATGQAHLSLETLFQVLSVFPVYNNYTIYTTVMSAAEPDKYMTMIRNPS. The pIC50 is 7.5. (8) The drug is COc1cccc2c3c([nH]c12)CCN(C(=O)[C@@H]1CCCC[C@H]1C(=O)NC1(C#N)CC1)C3. The target protein (Q3ZKN1) has sequence MWGLEVLLLLPMASFALYPEEILDTQWDLWKKTYRKQYNSKVDELSRRLIWEKNLKHISIHNLEASLGVHTYELAMNHLGDMTSEEVVQKMTGLKVPPSHSRSNDTLYIPDWESRAPDSVDYRKKGYVTPVKNQGQCGSCWAFSSVGALEGQLKKKTGKLLNLSPQNLVDCVSENDGCGGGYMTNAFQYVQKNRGIDSEDAYPYVGQDESCMYNPTGKAAKCRGYREIPEGNEKALKRAVARVGPISVAIDASLTSFQFYSKGVYYDENCNSDNLNHAVLAVGYGIQKGNKHWIIKNSWGENWGNKGYILMARNKNNACGIANLASFPKM. The pIC50 is 9.1.